This data is from Full USPTO retrosynthesis dataset with 1.9M reactions from patents (1976-2016). The task is: Predict the reactants needed to synthesize the given product. (1) Given the product [CH3:1][C:2]1[C:6]2[CH:7]=[C:8]([CH3:11])[CH:9]=[CH:10][C:5]=2[S:4][C:3]=1[S:13]([Cl:12])(=[O:15])=[O:14], predict the reactants needed to synthesize it. The reactants are: [CH3:1][C:2]1[C:6]2[CH:7]=[C:8]([CH3:11])[CH:9]=[CH:10][C:5]=2[S:4][CH:3]=1.[Cl:12][S:13](O)(=[O:15])=[O:14].C([O-])(O)=O.[Na+]. (2) The reactants are: [Cl:1][C:2]1[CH:7]=[CH:6][C:5]([C:8]2[CH:17]=[N:16][CH:15]=[C:14]3[C:9]=2[CH:10]=[C:11]([C:18]([OH:20])=O)[CH:12]=[N:13]3)=[CH:4][CH:3]=1.C(Cl)(=O)C(Cl)=O.[CH3:27][S:28]([C:31]1[CH:32]=[C:33]([CH2:37][NH2:38])[CH:34]=[CH:35][CH:36]=1)(=[O:30])=[O:29].C(N(CC)CC)C. Given the product [Cl:1][C:2]1[CH:3]=[CH:4][C:5]([C:8]2[CH:17]=[N:16][CH:15]=[C:14]3[C:9]=2[CH:10]=[C:11]([C:18]([NH:38][CH2:37][C:33]2[CH:34]=[CH:35][CH:36]=[C:31]([S:28]([CH3:27])(=[O:30])=[O:29])[CH:32]=2)=[O:20])[CH:12]=[N:13]3)=[CH:6][CH:7]=1, predict the reactants needed to synthesize it. (3) Given the product [F:22][C:17]1[CH:16]=[C:15]([CH:20]=[CH:19][C:18]=1[F:21])[CH2:14][N:10]1[CH:11]=[CH:12][CH:13]=[C:8]([C:6]([NH:5][CH:4]([C:24]2[S:25][C:26]([C:29]3[C:37]4[C:32](=[N:33][CH:34]=[CH:35][CH:36]=4)[NH:31][CH:30]=3)=[CH:27][CH:28]=2)[C:3]([OH:47])=[O:2])=[O:7])[C:9]1=[O:23], predict the reactants needed to synthesize it. The reactants are: C[O:2][C:3](=[O:47])[CH:4]([C:24]1[S:25][C:26]([C:29]2[C:37]3[C:32](=[N:33][CH:34]=[CH:35][CH:36]=3)[N:31](S(C3C=CC=CC=3)(=O)=O)[CH:30]=2)=[CH:27][CH:28]=1)[NH:5][C:6]([C:8]1[C:9](=[O:23])[N:10]([CH2:14][C:15]2[CH:20]=[CH:19][C:18]([F:21])=[C:17]([F:22])[CH:16]=2)[CH:11]=[CH:12][CH:13]=1)=[O:7].C(Cl)Cl.C[O-].[Na+].